Regression. Given a peptide amino acid sequence and an MHC pseudo amino acid sequence, predict their binding affinity value. This is MHC class I binding data. From a dataset of Peptide-MHC class I binding affinity with 185,985 pairs from IEDB/IMGT. The peptide sequence is QYSGFVRTL. The MHC is HLA-B18:01 with pseudo-sequence HLA-B18:01. The binding affinity (normalized) is 0.463.